From a dataset of Reaction yield outcomes from USPTO patents with 853,638 reactions. Predict the reaction yield, written as a fraction of the theoretical maximum amount of product (1.0 means a 100% yield; for example, 0.34 means a 34% yield). (1) The reactants are F[P-](F)(F)(F)(F)F.C[N+](C)=C(N(C)C)ON1C2N=CC=CC=2N=N1.[NH2:25][C:26]1[N:35]=[C:34]([N:36]2[CH2:41][CH2:40][N:39]([CH3:42])[CH2:38][CH2:37]2)[C:33]2[C:28](=[CH:29][C:30]([C:43]([OH:45])=O)=[CH:31][CH:32]=2)[N:27]=1.CN(C)C=O.C(N(CC)C(C)C)(C)C.[NH2:60][C@@H:61]([CH2:64][C:65]1[CH:70]=[CH:69][C:68]([O:71][CH:72]([CH3:74])[CH3:73])=[CH:67][CH:66]=1)[C:62]#[N:63]. No catalyst specified. The product is [NH2:25][C:26]1[N:35]=[C:34]([N:36]2[CH2:41][CH2:40][N:39]([CH3:42])[CH2:38][CH2:37]2)[C:33]2[C:28](=[CH:29][C:30]([C:43]([NH:60][C@H:61]([C:62]#[N:63])[CH2:64][C:65]3[CH:70]=[CH:69][C:68]([O:71][CH:72]([CH3:74])[CH3:73])=[CH:67][CH:66]=3)=[O:45])=[CH:31][CH:32]=2)[N:27]=1. The yield is 0.100. (2) The reactants are [C:1]([O:5][C:6]([N:8]1[CH2:13][CH2:12][CH:11]([N:14]2[C@H:18]([C:19]3[CH:24]=[CH:23][CH:22]=[CH:21][CH:20]=3)[CH2:17][NH:16][C:15]2=[O:25])[CH2:10][CH2:9]1)=[O:7])([CH3:4])([CH3:3])[CH3:2].Br[C:27]1[S:28][CH:29]=[CH:30][N:31]=1.C([O-])([O-])=O.[Cs+].[Cs+]. The catalyst is O1CCOCC1.C1C=CC(/C=C/C(/C=C/C2C=CC=CC=2)=O)=CC=1.C1C=CC(/C=C/C(/C=C/C2C=CC=CC=2)=O)=CC=1.C1C=CC(/C=C/C(/C=C/C2C=CC=CC=2)=O)=CC=1.[Pd].[Pd].C1(P(C2C=CC=CC=2)C2C3OC4C(=CC=CC=4P(C4C=CC=CC=4)C4C=CC=CC=4)C(C)(C)C=3C=CC=2)C=CC=CC=1. The product is [C:1]([O:5][C:6]([N:8]1[CH2:9][CH2:10][CH:11]([N:14]2[C@H:18]([C:19]3[CH:20]=[CH:21][CH:22]=[CH:23][CH:24]=3)[CH2:17][N:16]([C:27]3[S:28][CH:29]=[CH:30][N:31]=3)[C:15]2=[O:25])[CH2:12][CH2:13]1)=[O:7])([CH3:4])([CH3:2])[CH3:3]. The yield is 0.830. (3) The reactants are C[O:2][C:3]1[CH:8]=[C:7]([C:9]2[S:10][CH:11]=[C:12]([C:14]([F:17])([F:16])[F:15])[N:13]=2)[N:6]=[C:5]([C:18]2[S:19][CH:20]=[C:21]([CH3:23])[N:22]=2)[CH:4]=1.[Cl-].[NH+]1C=CC=CC=1. The catalyst is O. The product is [CH3:23][C:21]1[N:22]=[C:18]([C:5]2[CH:4]=[C:3]([OH:2])[CH:8]=[C:7]([C:9]3[S:10][CH:11]=[C:12]([C:14]([F:16])([F:15])[F:17])[N:13]=3)[N:6]=2)[S:19][CH:20]=1. The yield is 0.720. (4) The reactants are [CH2:1]([O:8][C:9]1[CH:16]=[CH:15][C:12]([CH:13]=O)=[CH:11][CH:10]=1)[C:2]1[CH:7]=[CH:6][CH:5]=[CH:4][CH:3]=1.C(=O)(O)[O-].[Na+].Cl.[NH2:23][OH:24].ClN1[C:30](=[O:31])[CH2:29][CH2:28][C:27]1=O.C(O)C#CC.C(N(CC)CC)C. The catalyst is C(O)C.C1COCC1.ClC(Cl)C.O. The product is [CH2:1]([O:8][C:9]1[CH:16]=[CH:15][C:12]([C:13]2[C:28]([CH3:27])=[C:29]([CH2:30][OH:31])[O:24][N:23]=2)=[CH:11][CH:10]=1)[C:2]1[CH:7]=[CH:6][CH:5]=[CH:4][CH:3]=1. The yield is 0.260. (5) The yield is 0.600. No catalyst specified. The reactants are Cl[CH2:2][C:3]1[N:4]=[C:5]([NH2:8])[S:6][CH:7]=1.[CH3:9][O:10][C:11](=[O:15])[CH2:12][CH2:13][SH:14]. The product is [CH3:9][O:10][C:11](=[O:15])[CH2:12][CH2:13][S:14][CH2:2][C:3]1[N:4]=[C:5]([NH2:8])[S:6][CH:7]=1. (6) The reactants are C[C:2]1(C)[O:7][C:6]2[CH:8]=[CH:9][CH:10]=[C:11]([C:12]3[CH:13]=[C:14]([CH:20]=[CH:21][CH:22]=3)[C:15]([O:17][CH2:18]C)=[O:16])[C:5]=2[C:4](=[O:23])[O:3]1.C[O-].[Na+]. The catalyst is CO. The product is [OH:7][C:6]1[CH:8]=[CH:9][CH:10]=[C:11]([C:12]2[CH:22]=[CH:21][CH:20]=[C:14]([C:15]([O:17][CH3:18])=[O:16])[CH:13]=2)[C:5]=1[C:4]([O:3][CH3:2])=[O:23]. The yield is 0.950.